Dataset: Reaction yield outcomes from USPTO patents with 853,638 reactions. Task: Predict the reaction yield, written as a fraction of the theoretical maximum amount of product (1.0 means a 100% yield; for example, 0.34 means a 34% yield). (1) The reactants are [CH2:1]([O:3][C:4]([C:6]1[N:7]=[C:8]([N:11]2[CH2:14][CH:13](OS(C)(=O)=O)[CH2:12]2)[S:9][CH:10]=1)=[O:5])[CH3:2].[C:20]([O-:23])(=[S:22])[CH3:21].[K+]. The catalyst is CN(C)C=O. The product is [C:20]([S:22][CH:13]1[CH2:12][N:11]([C:8]2[S:9][CH:10]=[C:6]([C:4]([O:3][CH2:1][CH3:2])=[O:5])[N:7]=2)[CH2:14]1)(=[O:23])[CH3:21]. The yield is 0.710. (2) The reactants are Br[C:2]1[CH:3]=[C:4]([CH:8]2[O:12][CH2:11][CH2:10][O:9]2)[CH:5]=[CH:6][CH:7]=1.[NH:13]1[CH2:17][CH2:16][CH2:15][CH2:14]1.CC([O-])(C)C.[Na+]. The catalyst is C1(C)C=CC=CC=1.C1C=CC(P(C2C(C3C(P(C4C=CC=CC=4)C4C=CC=CC=4)=CC=C4C=3C=CC=C4)=C3C(C=CC=C3)=CC=2)C2C=CC=CC=2)=CC=1. The product is [O:9]1[CH2:10][CH2:11][O:12][CH:8]1[C:4]1[CH:3]=[C:2]([N:13]2[CH2:17][CH2:16][CH2:15][CH2:14]2)[CH:7]=[CH:6][CH:5]=1. The yield is 0.520. (3) The reactants are [Cl:1][C:2]1[CH:7]=[CH:6][C:5]([CH2:8][CH2:9][O:10][C:11]2[CH:18]=[CH:17][C:14]([CH:15]=O)=[CH:13][CH:12]=2)=[CH:4][CH:3]=1.[CH2:19]([NH:23][C:24]1[C:25]([NH2:38])=[CH:26][CH:27]=[C:28]([O:30][CH2:31][CH2:32][N:33]2[CH2:37][CH2:36][CH2:35][CH2:34]2)[CH:29]=1)[CH2:20][CH2:21][CH3:22]. The catalyst is C(O)C. The product is [CH2:19]([N:23]1[C:24]2[CH:29]=[C:28]([O:30][CH2:31][CH2:32][N:33]3[CH2:37][CH2:36][CH2:35][CH2:34]3)[CH:27]=[CH:26][C:25]=2[N:38]=[C:15]1[C:14]1[CH:17]=[CH:18][C:11]([O:10][CH2:9][CH2:8][C:5]2[CH:6]=[CH:7][C:2]([Cl:1])=[CH:3][CH:4]=2)=[CH:12][CH:13]=1)[CH2:20][CH2:21][CH3:22]. The yield is 0.400. (4) The reactants are [Cl:1][C:2]1[C:3]([NH2:8])=[N:4][CH:5]=[CH:6][CH:7]=1.Br[CH2:10][C:11](=O)[CH2:12][CH3:13].C(=O)(O)[O-].[Na+]. The catalyst is C(O)C. The product is [Cl:1][C:2]1[C:3]2[N:4]([CH:10]=[C:11]([CH2:12][CH3:13])[N:8]=2)[CH:5]=[CH:6][CH:7]=1. The yield is 0.840. (5) The reactants are [Al+3].[Cl-].[Cl-].[Cl-].[Cl:5][C:6]1[CH:7]=[C:8]2[C:12](=[C:13]([Cl:15])[CH:14]=1)[N:11]([C:16]1[CH:21]=[C:20]([NH:22][CH:23]([CH2:26][CH3:27])[CH2:24][CH3:25])[N:19]=[C:18]([CH3:28])[N:17]=1)[CH2:10][CH2:9]2.[CH:29]([O:32]C)(Cl)Cl. The catalyst is C(Cl)(Cl)Cl. The product is [Cl:5][C:6]1[CH:7]=[C:8]2[C:12](=[C:13]([Cl:15])[CH:14]=1)[N:11]([C:16]1[C:21]([CH:29]=[O:32])=[C:20]([NH:22][CH:23]([CH2:26][CH3:27])[CH2:24][CH3:25])[N:19]=[C:18]([CH3:28])[N:17]=1)[CH2:10][CH2:9]2. The yield is 0.300. (6) The catalyst is C1COCC1.CO.ClCCl. The product is [CH2:1]([N:3]1[CH2:8][CH2:7][N:6]([C:9]([C@@H:11]2[CH2:14][C@H:13]([NH:15][C:16]([C@:18]34[CH2:47][CH2:46][C@@H:45]([C:48]([CH3:50])=[CH2:49])[C@@H:19]3[C@@H:20]3[C@@:33]([CH3:36])([CH2:34][CH2:35]4)[C@@:32]4([CH3:37])[C@@H:23]([C@:24]5([CH3:44])[C@@H:29]([CH2:30][CH2:31]4)[C:28]([CH3:39])([CH3:38])[C@@H:27]([OH:54])[CH2:26][CH2:25]5)[CH2:22][CH2:21]3)=[O:17])[C:12]2([CH3:52])[CH3:51])=[O:10])[CH2:5][CH2:4]1)[CH3:2]. The yield is 0.750. The reactants are [CH2:1]([N:3]1[CH2:8][CH2:7][N:6]([C:9]([C@@H:11]2[CH2:14][C@H:13]([NH:15][C:16]([C@:18]34[CH2:47][CH2:46][C@@H:45]([C:48]([CH3:50])=[CH2:49])[C@@H:19]3[C@@H:20]3[C@@:33]([CH3:36])([CH2:34][CH2:35]4)[C@@:32]4([CH3:37])[C@@H:23]([C@@:24]5([CH3:44])[C@H:29]([CH2:30][CH2:31]4)[C:28]([CH3:39])([CH3:38])[C@H:27](CC([O-])=O)[CH2:26][CH2:25]5)[CH2:22][CH2:21]3)=[O:17])[C:12]2([CH3:52])[CH3:51])=[O:10])[CH2:5][CH2:4]1)[CH3:2].C(=O)([O-])[O-:54].[K+].[K+]. (7) The reactants are [CH3:1][C:2]1[CH:25]=[CH:24][C:23]([CH3:26])=[CH:22][C:3]=1[O:4][C:5]1[CH:14]=[C:13]2[C:8]([CH:9]=[C:10]([C:19]([OH:21])=[O:20])[C@H:11]([C:15]([F:18])([F:17])[F:16])[O:12]2)=[CH:7][CH:6]=1.[OH-].[Na+:28]. The catalyst is C(O)C. The product is [CH3:1][C:2]1[CH:25]=[CH:24][C:23]([CH3:26])=[CH:22][C:3]=1[O:4][C:5]1[CH:14]=[C:13]2[C:8]([CH:9]=[C:10]([C:19]([O-:21])=[O:20])[C@H:11]([C:15]([F:17])([F:18])[F:16])[O:12]2)=[CH:7][CH:6]=1.[Na+:28]. The yield is 0.970. (8) The reactants are [ClH:1].[CH3:2][O:3][C:4]1[N:9]=[C:8](/[CH:10]=[CH:11]/[C:12]([NH:14][NH:15]C(OC(C)(C)C)=O)=[O:13])[CH:7]=[CH:6][C:5]=1[N:23]1[CH:27]=[C:26]([CH3:28])[N:25]=[CH:24]1.C(O)CCC.CC(OC)(C)C. The catalyst is CO. The product is [ClH:1].[ClH:1].[CH3:2][O:3][C:4]1[N:9]=[C:8](/[CH:10]=[CH:11]/[C:12]([NH:14][NH2:15])=[O:13])[CH:7]=[CH:6][C:5]=1[N:23]1[CH:27]=[C:26]([CH3:28])[N:25]=[CH:24]1. The yield is 0.782. (9) The reactants are [C:1]([N:8]1[CH2:13][CH2:12][N:11]([C:14]2[CH:19]=[CH:18][CH:17]=[CH:16][C:15]=2[CH:20]=O)[CH2:10][CH2:9]1)([O:3][C:4]([CH3:7])([CH3:6])[CH3:5])=[O:2].[NH:22]1[CH2:27][CH2:26][O:25][CH2:24][CH2:23]1.C([BH3-])#N.[Na+]. The catalyst is CO.C(OCC)(=O)C. The product is [C:1]([N:8]1[CH2:13][CH2:12][N:11]([C:14]2[CH:19]=[CH:18][CH:17]=[CH:16][C:15]=2[CH2:20][N:22]2[CH2:27][CH2:26][O:25][CH2:24][CH2:23]2)[CH2:10][CH2:9]1)([O:3][C:4]([CH3:7])([CH3:6])[CH3:5])=[O:2]. The yield is 0.300. (10) The reactants are C1(P(C2C=CC=CC=2)C2C=CC=CC=2)C=CC=CC=1.BrN1C(=O)CCC1=O.[Cl:28][C:29]1[CH:30]=[C:31]([CH:39]([CH2:43][CH:44]2[CH2:48][CH2:47][CH2:46][CH2:45]2)[C:40]([OH:42])=O)[CH:32]=[CH:33][C:34]=1[S:35]([CH3:38])(=[O:37])=[O:36].[NH2:49][C:50]1[CH:55]=[CH:54][CH:53]=[CH:52][N:51]=1.N1C=CC=CC=1. The catalyst is C(Cl)Cl.O. The product is [Cl:28][C:29]1[CH:30]=[C:31]([CH:39]([CH2:43][CH:44]2[CH2:48][CH2:47][CH2:46][CH2:45]2)[C:40]([NH:49][C:50]2[CH:55]=[CH:54][CH:53]=[CH:52][N:51]=2)=[O:42])[CH:32]=[CH:33][C:34]=1[S:35]([CH3:38])(=[O:36])=[O:37]. The yield is 0.850.